Dataset: Forward reaction prediction with 1.9M reactions from USPTO patents (1976-2016). Task: Predict the product of the given reaction. (1) The product is: [Cl:26][C:19]1[CH:18]=[C:17]([CH:22]=[CH:21][C:20]=1[C:2]1[CH:11]=[CH:10][C:9]2[C:4](=[CH:5][CH:6]=[C:7]([O:12][CH3:13])[CH:8]=2)[N:3]=1)[C:14]([OH:16])=[O:15]. Given the reactants Cl[C:2]1[CH:11]=[CH:10][C:9]2[C:4](=[CH:5][CH:6]=[C:7]([O:12][CH3:13])[CH:8]=2)[N:3]=1.[C:14]([C:17]1[CH:22]=[CH:21][C:20](B(O)O)=[C:19]([Cl:26])[CH:18]=1)([OH:16])=[O:15].C([O-])([O-])=O.[K+].[K+], predict the reaction product. (2) Given the reactants [O:1]=[C:2]1[NH:6][CH:5]=[C:4]([CH2:7][CH2:8][CH2:9][C:10]([OH:12])=O)[S:3]1.[NH2:13][CH:14]1[CH2:19][CH2:18][N:17]([C:20]([O:22][CH2:23][C:24]2[CH:29]=[C:28]([Cl:30])[CH:27]=[C:26]([Cl:31])[CH:25]=2)=[O:21])[CH2:16][CH2:15]1, predict the reaction product. The product is: [O:1]=[C:2]1[NH:6][CH:5]=[C:4]([CH2:7][CH2:8][CH2:9][C:10]([NH:13][CH:14]2[CH2:15][CH2:16][N:17]([C:20]([O:22][CH2:23][C:24]3[CH:29]=[C:28]([Cl:30])[CH:27]=[C:26]([Cl:31])[CH:25]=3)=[O:21])[CH2:18][CH2:19]2)=[O:12])[S:3]1.